The task is: Predict the reactants needed to synthesize the given product.. This data is from Full USPTO retrosynthesis dataset with 1.9M reactions from patents (1976-2016). (1) Given the product [Cl:17][C:7]1[S:8][C:9]([C:11]2[CH:12]=[CH:13][CH:14]=[CH:15][CH:16]=2)=[CH:10][C:6]=1[C:4]([OH:5])=[O:3], predict the reactants needed to synthesize it. The reactants are: C([O:3][C:4]([C:6]1[CH:10]=[C:9]([C:11]2[CH:16]=[CH:15][CH:14]=[CH:13][CH:12]=2)[S:8][C:7]=1[Cl:17])=[O:5])C. (2) Given the product [CH:12]1[C:21]2[C:16](=[CH:17][CH:18]=[CH:19][CH:20]=2)[CH:15]=[C:14]([C:22]([OH:24])=[O:23])[N:13]=1, predict the reactants needed to synthesize it. The reactants are: Cl.N[C@@H]1C2CCN(CC2)C1.O.[CH:12]1[C:21]2[C:16](=[CH:17][CH:18]=[CH:19][CH:20]=2)[CH:15]=[C:14]([C:22]([OH:24])=[O:23])[N:13]=1.